From a dataset of Catalyst prediction with 721,799 reactions and 888 catalyst types from USPTO. Predict which catalyst facilitates the given reaction. (1) Reactant: Br[C:2]1[Se:3][CH:4]=[CH:5][CH:6]=1.[Mg]. Product: [Se:3]1[CH:4]=[CH:5][CH:6]=[C:2]1[C:2]1[Se:3][CH:4]=[CH:5][C:6]=1[C:2]1[Se:3][CH:4]=[CH:5][CH:6]=1. The catalyst class is: 7. (2) Reactant: C([O:8][C:9]1[CH:17]=[CH:16][C:15]2[NH:14][C:13]3[C:18](=[CH:21][C:22]([O:24][CH2:25][CH3:26])=[O:23])[CH2:19][CH2:20][C:12]=3[C:11]=2[CH:10]=1)C1C=CC=CC=1.C(OCC)(=O)C.C(O)=O.C(N(CC)CC)C. Product: [OH:8][C:9]1[CH:17]=[CH:16][C:15]2[NH:14][C:13]3[CH:18]([CH2:21][C:22]([O:24][CH2:25][CH3:26])=[O:23])[CH2:19][CH2:20][C:12]=3[C:11]=2[CH:10]=1. The catalyst class is: 45. (3) Reactant: [CH3:1][C:2]([C:4]1[CH:5]=[C:6]2[C:10](=[CH:11][CH:12]=1)[C:9]([CH3:14])([CH3:13])[CH:8]([CH3:15])[C:7]2([CH3:17])[CH3:16])=O.[C:18](O)(=O)C.[CH:22]([NH2:24])=[NH:23]. Product: [CH3:13][C:9]1([CH3:14])[C:10]2[C:6](=[CH:5][C:4]([C:2]3[CH:1]=[CH:18][N:24]=[CH:22][N:23]=3)=[CH:12][CH:11]=2)[C:7]([CH3:17])([CH3:16])[CH:8]1[CH3:15]. The catalyst class is: 51. (4) Reactant: [CH3:1][C@H:2]1[NH:7][C@H:6]([CH3:8])[CH2:5][N:4]([C:9]([O:11][CH2:12][C:13]2[CH:18]=[CH:17][CH:16]=[CH:15][CH:14]=2)=[O:10])[CH2:3]1.C(N(C(C)C)CC)(C)C.[C:28]([C:32]1[CH:37]=[CH:36][C:35]([S:38](Cl)(=[O:40])=[O:39])=[CH:34][CH:33]=1)([CH3:31])([CH3:30])[CH3:29]. Product: [C:28]([C:32]1[CH:37]=[CH:36][C:35]([S:38]([N:7]2[C@@H:2]([CH3:1])[CH2:3][N:4]([C:9]([O:11][CH2:12][C:13]3[CH:18]=[CH:17][CH:16]=[CH:15][CH:14]=3)=[O:10])[CH2:5][C@@H:6]2[CH3:8])(=[O:40])=[O:39])=[CH:34][CH:33]=1)([CH3:31])([CH3:29])[CH3:30]. The catalyst class is: 4. (5) Reactant: C(OC([N:8]1[CH2:13][CH2:12][CH:11]([N:14]([C:35]2[CH:40]=[CH:39][C:38]([O:41][CH3:42])=[CH:37][CH:36]=2)[C:15](=[O:34])[C:16]2[CH:21]=[CH:20][CH:19]=[C:18]([C:22]3[CH:27]=[C:26]([O:28][CH3:29])[C:25]([O:30][CH3:31])=[C:24]([O:32][CH3:33])[CH:23]=3)[CH:17]=2)[CH2:10][CH2:9]1)=O)(C)(C)C.[ClH:43]. Product: [ClH:43].[CH3:42][O:41][C:38]1[CH:37]=[CH:36][C:35]([N:14]([CH:11]2[CH2:12][CH2:13][NH:8][CH2:9][CH2:10]2)[C:15](=[O:34])[C:16]2[CH:21]=[CH:20][CH:19]=[C:18]([C:22]3[CH:27]=[C:26]([O:28][CH3:29])[C:25]([O:30][CH3:31])=[C:24]([O:32][CH3:33])[CH:23]=3)[CH:17]=2)=[CH:40][CH:39]=1. The catalyst class is: 13. (6) Reactant: C(NCC)C.[P:6]([O:14]CC)([O:11][CH2:12][CH3:13])([O:8][CH2:9][CH3:10])=[O:7].P([O-])(OCC)(OCC)=O.COC(=O)[O-].[CH3:31][NH+:32]1[CH2:36][CH:35]([CH3:37])[N:34]([CH3:38])[CH:33]1[CH3:39]. Product: [CH2:9]([O:8][P:6]([O-:14])([O:11][CH2:12][CH3:13])=[O:7])[CH3:10].[CH3:31][NH+:32]1[CH2:36][CH:35]([CH3:37])[N:34]([CH3:38])[CH:33]1[CH3:39]. The catalyst class is: 5.